Dataset: Peptide-MHC class II binding affinity with 134,281 pairs from IEDB. Task: Regression. Given a peptide amino acid sequence and an MHC pseudo amino acid sequence, predict their binding affinity value. This is MHC class II binding data. (1) The peptide sequence is KEGIVWVATEGALNT. The MHC is DRB1_1101 with pseudo-sequence DRB1_1101. The binding affinity (normalized) is 0.462. (2) The peptide sequence is IASLFAAAGLAAAAP. The MHC is DRB1_0405 with pseudo-sequence DRB1_0405. The binding affinity (normalized) is 0.307. (3) The peptide sequence is MKVVNRWLFRHLARE. The MHC is DRB5_0101 with pseudo-sequence DRB5_0101. The binding affinity (normalized) is 0.677. (4) The MHC is HLA-DQA10501-DQB10201 with pseudo-sequence HLA-DQA10501-DQB10201. The peptide sequence is EKKYFAATQFEPLEA. The binding affinity (normalized) is 0.503. (5) The peptide sequence is NFRFMSKGGMRNVFD. The MHC is DRB1_1201 with pseudo-sequence DRB1_1201. The binding affinity (normalized) is 0.329.